Dataset: Reaction yield outcomes from USPTO patents with 853,638 reactions. Task: Predict the reaction yield, written as a fraction of the theoretical maximum amount of product (1.0 means a 100% yield; for example, 0.34 means a 34% yield). The reactants are [CH3:1][C:2]1([CH3:18])[NH:7][C:6]2[CH:8]=[C:9]([C:11]3[CH:12]=[N:13][NH:14][C:15]=3[CH3:16])[S:10][C:5]=2[C:4](=[O:17])[NH:3]1.Cl.C([O-])(O)=O.[Na+].[F:25][C:26]([F:32])([F:31])CC(=O)C.CC1(C)C2(CS(O)(=O)=O)C(CC1CC2)=O.[O-]S([O-])(=O)=O.[Mg+2]. The catalyst is CCCCCCC.CCOC(C)=O.CC(N(C)C)=O.CO. The product is [CH3:1][C:2]1([CH2:18][C:26]([F:32])([F:31])[F:25])[NH:7][C:6]2[CH:8]=[C:9]([C:11]3[CH:12]=[N:13][NH:14][C:15]=3[CH3:16])[S:10][C:5]=2[C:4](=[O:17])[NH:3]1. The yield is 0.300.